This data is from Forward reaction prediction with 1.9M reactions from USPTO patents (1976-2016). The task is: Predict the product of the given reaction. (1) The product is: [CH2:1]([C:8]1[CH:13]=[C:12]([CH3:14])[N:11]=[C:10]([NH:30][C:20]2[CH:21]=[CH:22][C:23]([C:24]3[CH:25]=[N:26][N:27]([CH3:29])[CH:28]=3)=[C:18]([O:17][CH3:16])[CH:19]=2)[N:9]=1)[C:2]1[CH:7]=[CH:6][CH:5]=[CH:4][CH:3]=1. Given the reactants [CH2:1]([C:8]1[CH:13]=[C:12]([CH3:14])[N:11]=[C:10](Cl)[N:9]=1)[C:2]1[CH:7]=[CH:6][CH:5]=[CH:4][CH:3]=1.[CH3:16][O:17][C:18]1[CH:19]=[C:20]([NH2:30])[CH:21]=[CH:22][C:23]=1[C:24]1[CH:25]=[N:26][N:27]([CH3:29])[CH:28]=1, predict the reaction product. (2) Given the reactants [F:1][C:2]1[CH:9]=[CH:8][CH:7]=[C:6]([O:10]C)[C:3]=1[CH:4]=[O:5].B(Br)(Br)Br.C(OCC)(=O)C.[OH-].[Na+], predict the reaction product. The product is: [F:1][C:2]1[CH:9]=[CH:8][CH:7]=[C:6]([OH:10])[C:3]=1[CH:4]=[O:5]. (3) Given the reactants [NH2:1][C:2]1[CH:7]=[CH:6][C:5]([N:8]2[CH2:13][CH2:12][CH:11]([C:14]3[O:18][C:17](=[O:19])[NH:16][N:15]=3)[CH2:10][CH2:9]2)=[C:4]([F:20])[CH:3]=1.[N+:21]([C:24]1[O:28][C:27]([CH:29]=O)=[CH:26][CH:25]=1)([O-:23])=[O:22], predict the reaction product. The product is: [F:20][C:4]1[CH:3]=[C:2](/[N:1]=[CH:29]/[C:27]2[O:28][C:24]([N+:21]([O-:23])=[O:22])=[CH:25][CH:26]=2)[CH:7]=[CH:6][C:5]=1[N:8]1[CH2:13][CH2:12][CH:11]([C:14]2[O:18][C:17](=[O:19])[NH:16][N:15]=2)[CH2:10][CH2:9]1. (4) Given the reactants [CH3:1][C:2]1[CH:3]=[C:4]([CH:28]=[CH:29][CH:30]=1)[C:5]([C:7]1[C:15]2[CH:14]=[CH:13][C:12](=[O:16])[N:11]([C:17]3[CH:22]=[CH:21][CH:20]=[CH:19][CH:18]=3)[C:10]=2[S:9][C:8]=1[C:23]([O:25]CC)=[O:24])=[O:6].[OH-].[Na+], predict the reaction product. The product is: [CH3:1][C:2]1[CH:3]=[C:4]([CH:28]=[CH:29][CH:30]=1)[C:5]([C:7]1[C:15]2[CH:14]=[CH:13][C:12](=[O:16])[N:11]([C:17]3[CH:22]=[CH:21][CH:20]=[CH:19][CH:18]=3)[C:10]=2[S:9][C:8]=1[C:23]([OH:25])=[O:24])=[O:6]. (5) Given the reactants Cl.[CH2:2]([O:4][C:5]([C:7]1[N:8]([S:22]([C:25]2[CH:30]=[CH:29][C:28]([CH3:31])=[CH:27][CH:26]=2)(=[O:24])=[O:23])[C:9]2[C:14]([CH:15]=1)=[CH:13][C:12]([CH:16]1[CH2:21][CH2:20][NH:19][CH2:18][CH2:17]1)=[CH:11][CH:10]=2)=[O:6])[CH3:3].C(N(CC)CC)C.[CH3:39][C:40]([CH3:42])=O.C(O)(=O)C.C(O[BH-](OC(=O)C)OC(=O)C)(=O)C.[Na+].C(=O)(O)[O-].[Na+], predict the reaction product. The product is: [CH2:2]([O:4][C:5]([C:7]1[N:8]([S:22]([C:25]2[CH:26]=[CH:27][C:28]([CH3:31])=[CH:29][CH:30]=2)(=[O:23])=[O:24])[C:9]2[C:14]([CH:15]=1)=[CH:13][C:12]([CH:16]1[CH2:21][CH2:20][N:19]([CH:40]([CH3:42])[CH3:39])[CH2:18][CH2:17]1)=[CH:11][CH:10]=2)=[O:6])[CH3:3]. (6) Given the reactants Br[C:2]1[C:7]2[O:8][CH2:9][CH2:10][O:11][C:6]=2[CH:5]=[C:4]([CH:12]=[O:13])[CH:3]=1.[C:14]([Cu])#[N:15], predict the reaction product. The product is: [CH:12]([C:4]1[CH:3]=[C:2]([C:14]#[N:15])[C:7]2[O:8][CH2:9][CH2:10][O:11][C:6]=2[CH:5]=1)=[O:13].